Dataset: Reaction yield outcomes from USPTO patents with 853,638 reactions. Task: Predict the reaction yield, written as a fraction of the theoretical maximum amount of product (1.0 means a 100% yield; for example, 0.34 means a 34% yield). (1) The reactants are [C:1]([O:5][C:6]([N:8]([C:32]([O:34][C:35]([CH3:38])([CH3:37])[CH3:36])=[O:33])[C:9]1[C:10]([C:16]2[N:17]([C:25]([O:27][C:28]([CH3:31])([CH3:30])[CH3:29])=[O:26])[C:18]3[C:23]([CH:24]=2)=[CH:22][CH:21]=[CH:20][CH:19]=3)=[N:11][C:12](Br)=[CH:13][N:14]=1)=[O:7])([CH3:4])([CH3:3])[CH3:2].[NH:39]1[CH2:44][CH2:43][NH:42][CH2:41][CH2:40]1. The catalyst is CN(C=O)C.CCOC(C)=O.O. The product is [C:1]([O:5][C:6]([N:8]([C:32]([O:34][C:35]([CH3:38])([CH3:37])[CH3:36])=[O:33])[C:9]1[C:10]([C:16]2[N:17]([C:25]([O:27][C:28]([CH3:31])([CH3:30])[CH3:29])=[O:26])[C:18]3[C:23]([CH:24]=2)=[CH:22][CH:21]=[CH:20][CH:19]=3)=[N:11][C:12]([N:39]2[CH2:44][CH2:43][NH:42][CH2:41][CH2:40]2)=[CH:13][N:14]=1)=[O:7])([CH3:4])([CH3:3])[CH3:2]. The yield is 1.00. (2) The reactants are [CH:1]([C:3]1[CH:8]=[CH:7][C:6](B(O)O)=[CH:5][CH:4]=1)=[O:2].[C:12](Cl)(=O)[CH2:13][CH2:14][CH2:15][CH2:16][CH2:17][CH2:18][CH2:19][CH3:20].[C:23](=O)([O-])[O-:24].[Cs+].[Cs+]. The catalyst is C1(C)C=CC=CC=1.C(OCC)(=O)C.C1C=CC([P]([Pd]([P](C2C=CC=CC=2)(C2C=CC=CC=2)C2C=CC=CC=2)([P](C2C=CC=CC=2)(C2C=CC=CC=2)C2C=CC=CC=2)[P](C2C=CC=CC=2)(C2C=CC=CC=2)C2C=CC=CC=2)(C2C=CC=CC=2)C2C=CC=CC=2)=CC=1. The product is [C:1]([C:3]1[CH:8]=[CH:7][C:6]([CH:23]=[O:24])=[CH:5][CH:4]=1)(=[O:2])[CH2:12][CH2:13][CH2:14][CH2:15][CH2:16][CH2:17][CH2:18][CH2:19][CH3:20]. The yield is 0.0300. (3) The reactants are [CH3:1][C:2]1([CH3:18])[C:6]([CH3:8])([CH3:7])[O:5][B:4]([C:9]2[CH:17]=[CH:16][C:12]([C:13](Cl)=[O:14])=[CH:11][CH:10]=2)[O:3]1.[NH2:19][C:20]1[CH:25]=[C:24]([F:26])[CH:23]=[CH:22][N:21]=1. The catalyst is C(#N)C. The product is [F:26][C:24]1[CH:23]=[CH:22][N:21]=[C:20]([NH:19][C:13](=[O:14])[C:12]2[CH:16]=[CH:17][C:9]([B:4]3[O:3][C:2]([CH3:18])([CH3:1])[C:6]([CH3:8])([CH3:7])[O:5]3)=[CH:10][CH:11]=2)[CH:25]=1. The yield is 0.940. (4) The catalyst is C(#N)C.O. The yield is 0.530. The product is [C:1]([O:5][C:6](=[O:7])[C:8]1[CH:13]=[CH:12][CH:11]=[C:10]([C:14]2[C:19]([CH3:20])=[CH:18][CH:17]=[C:16]([NH2:22])[N:15]=2)[CH:9]=1)([CH3:4])([CH3:3])[CH3:2]. The reactants are [C:1]([O:5][C:6]([C:8]1[CH:9]=[C:10]([C:14]2[C:19]([CH3:20])=[CH:18][CH:17]=[CH:16][N+:15]=2[O-])[CH:11]=[CH:12][CH:13]=1)=[O:7])([CH3:4])([CH3:3])[CH3:2].[N:22]1C=CC=CC=1.CS(OS(C)(=O)=O)(=O)=O.C(CN)O. (5) The reactants are Br[C:2]1[CH:3]=[C:4]([N:13]([C@H:17]2[CH2:22][CH2:21][C@H:20]([NH:23][C:24]([O:26][C:27]([CH3:30])([CH3:29])[CH3:28])=[O:25])[CH2:19][CH2:18]2)[CH2:14][CH2:15][CH3:16])[C:5]([CH3:12])=[C:6]([CH:11]=1)[C:7]([O:9][CH3:10])=[O:8].[OH:31][C:32]1[CH:37]=[CH:36][C:35](B(O)O)=[CH:34][CH:33]=1.C([O-])([O-])=O.[Na+].[Na+]. The catalyst is O1CCOCC1.O.C1C=CC([P]([Pd]([P](C2C=CC=CC=2)(C2C=CC=CC=2)C2C=CC=CC=2)([P](C2C=CC=CC=2)(C2C=CC=CC=2)C2C=CC=CC=2)[P](C2C=CC=CC=2)(C2C=CC=CC=2)C2C=CC=CC=2)(C2C=CC=CC=2)C2C=CC=CC=2)=CC=1. The product is [C:27]([O:26][C:24]([NH:23][C@H:20]1[CH2:19][CH2:18][C@H:17]([N:13]([CH2:14][CH2:15][CH3:16])[C:4]2[C:5]([CH3:12])=[C:6]([C:7]([O:9][CH3:10])=[O:8])[CH:11]=[C:2]([C:35]3[CH:36]=[CH:37][C:32]([OH:31])=[CH:33][CH:34]=3)[CH:3]=2)[CH2:22][CH2:21]1)=[O:25])([CH3:30])([CH3:29])[CH3:28]. The yield is 0.980.